From a dataset of Forward reaction prediction with 1.9M reactions from USPTO patents (1976-2016). Predict the product of the given reaction. (1) Given the reactants [NH2:1][C:2]1[C:7]([N+:8]([O-:10])=[O:9])=[CH:6][CH:5]=[CH:4][C:3]=1[OH:11].C(=O)([O-])[O-].[K+].[K+].[Cl:18][CH:19](Cl)[CH3:20], predict the reaction product. The product is: [Cl:18][CH2:19][CH2:20][O:11][C:3]1[CH:4]=[CH:5][CH:6]=[C:7]([N+:8]([O-:10])=[O:9])[C:2]=1[NH2:1]. (2) Given the reactants [Cl:1][C:2]1[N:3]=[C:4]([N:13]2[CH2:18][CH2:17][O:16][CH2:15][CH2:14]2)[C:5]2[S:10][C:9]([CH:11]=O)=[N:8][C:6]=2[N:7]=1.[NH2:19][CH3:20].CO.[BH4-].[Na+], predict the reaction product. The product is: [Cl:1][C:2]1[N:3]=[C:4]([N:13]2[CH2:18][CH2:17][O:16][CH2:15][CH2:14]2)[C:5]2[S:10][C:9]([CH2:11][NH:19][CH3:20])=[N:8][C:6]=2[N:7]=1. (3) Given the reactants [NH2:1][CH2:2][CH2:3][O:4][C:5]1[CH:6]=[C:7]2[C:12](=[CH:13][CH:14]=1)[CH:11]=[C:10]([CH2:15][CH2:16][NH:17][S:18]([CH3:21])(=[O:20])=[O:19])[CH:9]=[CH:8]2.C(N(CC)CC)C.[C:29](Cl)(=[O:33])[CH2:30][CH2:31][CH3:32], predict the reaction product. The product is: [CH3:21][S:18]([NH:17][CH2:16][CH2:15][C:10]1[CH:11]=[C:12]2[C:7](=[CH:8][CH:9]=1)[CH:6]=[C:5]([O:4][CH2:3][CH2:2][NH:1][C:29](=[O:33])[CH2:30][CH2:31][CH3:32])[CH:14]=[CH:13]2)(=[O:20])=[O:19]. (4) The product is: [F:20][C:19]([F:22])([F:21])[O:18][CH2:17][CH2:16][CH2:15][CH2:14][CH2:13][CH2:12][CH2:11][CH2:10][CH2:9][CH2:8][CH2:7][CH2:6][C:23]1[CH:28]=[CH:27][CH:26]=[CH:25][CH:24]=1. Given the reactants [Al+3].[Cl-].[Cl-].[Cl-].Br[CH2:6][CH2:7][CH2:8][CH2:9][CH2:10][CH2:11][CH2:12][CH2:13][CH2:14][CH2:15][CH2:16][CH2:17][O:18][C:19]([F:22])([F:21])[F:20].[CH:23]1[CH:28]=[CH:27][CH:26]=[CH:25][CH:24]=1, predict the reaction product. (5) Given the reactants [C:1]([O:4][CH2:5][CH2:6][CH2:7][CH2:8][OH:9])(=[O:3])[CH3:2].C(Cl)Cl.[N+:13]([O-])([OH:15])=[O:14].S(=O)(=O)(O)O, predict the reaction product. The product is: [N+:13]([O:9][CH2:8][CH2:7][CH2:6][CH2:5][O:4][C:1](=[O:3])[CH3:2])([O-:15])=[O:14]. (6) Given the reactants [C:1]([C:5]1[CH:9]=[C:8]([NH:10][C:11]2[C:12]([C:17]([OH:19])=[O:18])=[N:13][CH:14]=[CH:15][CH:16]=2)[N:7]([C:20]2[C:25]([CH3:26])=[CH:24][CH:23]=[CH:22][C:21]=2[CH3:27])[N:6]=1)([CH3:4])([CH3:3])[CH3:2].C(O)(=O)C.[Cl:32]CCl.ClN1C(=O)CCC1=O.[OH-].[K+], predict the reaction product. The product is: [C:1]([C:5]1[C:9]([Cl:32])=[C:8]([NH:10][C:11]2[C:12]([C:17]([OH:19])=[O:18])=[N:13][CH:14]=[CH:15][CH:16]=2)[N:7]([C:20]2[C:25]([CH3:26])=[CH:24][CH:23]=[CH:22][C:21]=2[CH3:27])[N:6]=1)([CH3:4])([CH3:3])[CH3:2].